Dataset: Full USPTO retrosynthesis dataset with 1.9M reactions from patents (1976-2016). Task: Predict the reactants needed to synthesize the given product. (1) The reactants are: [CH3:1][O:2][C:3]([C:5]1[CH:6]([C:14]2[CH:19]=[CH:18][C:17]([C:20]#[N:21])=[CH:16][CH:15]=2)[N:7]=[C:8](OC)[NH:9][C:10]=1[CH3:11])=[O:4].Cl[C:23](OC1C=CC([N+]([O-])=O)=CC=1)=[O:24].Cl.[CH2:36]([NH:39][NH2:40])[CH:37]=[CH2:38].CCN(C(C)C)C(C)C. Given the product [CH3:1][O:2][C:3]([C:5]1[CH:6]([C:14]2[CH:15]=[CH:16][C:17]([C:20]#[N:21])=[CH:18][CH:19]=2)[N:7]2[C:23](=[O:24])[N:39]([CH2:36][CH:37]=[CH2:38])[N:40]=[C:8]2[NH:9][C:10]=1[CH3:11])=[O:4], predict the reactants needed to synthesize it. (2) Given the product [C:54]([O:73][CH2:74][CH:75]([O:76][C:77](=[O:95])[CH2:78][CH2:79][CH2:80][CH2:81][CH2:82][CH2:83][CH2:84]/[CH:85]=[CH:86]\[CH2:87][CH2:88][CH2:89][CH2:90][CH2:91][CH2:92][CH2:93][CH3:94])[CH3:96])(=[O:72])[CH2:55][CH2:56][CH2:57][CH2:58][CH2:59][CH2:60][CH2:61]/[CH:62]=[CH:63]\[CH2:64][CH2:65][CH2:66][CH2:67][CH2:68][CH2:69][CH2:70][CH3:71], predict the reactants needed to synthesize it. The reactants are: N(C(OC(C)(C)C)=O)CC(NCC(NCC(O)=O)=O)=O.F[P-](F)(F)(F)(F)F.C[N+](C)=C(N(C)C)ON1C2N=CC=CC=2N=N1.C(N(CC)C(C)C)(C)C.[C:54]([O:73][CH2:74][C@H:75]([CH2:96]OP(OCCN)(O)=O)[O:76][C:77](=[O:95])[CH2:78][CH2:79][CH2:80][CH2:81][CH2:82][CH2:83][CH2:84]/[CH:85]=[CH:86]\[CH2:87][CH2:88][CH2:89][CH2:90][CH2:91][CH2:92][CH2:93][CH3:94])(=[O:72])[CH2:55][CH2:56][CH2:57][CH2:58][CH2:59][CH2:60][CH2:61]/[CH:62]=[CH:63]\[CH2:64][CH2:65][CH2:66][CH2:67][CH2:68][CH2:69][CH2:70][CH3:71].Cl.C(OCC)C. (3) Given the product [C:29]([C:28]1[C:27]([C:21]2[CH:26]=[CH:25][CH:24]=[CH:23][CH:22]=2)=[N:19][C:18]([NH:17][C:9]2[CH:10]=[C:11]([O:15][CH3:16])[C:12]([O:13][CH3:14])=[C:7]([O:6][CH3:5])[CH:8]=2)=[N:20][CH:33]=1)#[N:30], predict the reactants needed to synthesize it. The reactants are: [N+]([O-])([O-])=O.[CH3:5][O:6][C:7]1[CH:8]=[C:9]([NH:17][C:18]([NH2:20])=[NH2+:19])[CH:10]=[C:11]([O:15][CH3:16])[C:12]=1[O:13][CH3:14].[C:21]1([C:27](=O)[C:28]([C:33]#N)=[CH:29][N:30](C)C)[CH:26]=[CH:25][CH:24]=[CH:23][CH:22]=1.[OH-].[Na+]. (4) Given the product [NH:14]1[CH2:17][CH:16]([C:18]2[O:19][C:20]([CH3:23])=[N:21][N:22]=2)[CH2:15]1, predict the reactants needed to synthesize it. The reactants are: C([N:14]1[CH2:17][CH:16]([C:18]2[O:19][C:20]([CH3:23])=[N:21][N:22]=2)[CH2:15]1)(C1C=CC=CC=1)C1C=CC=CC=1. (5) Given the product [C:10]([O:14][C:15]([N:17]1[CH2:22][CH2:21][CH:20]([NH:23][C:6]2[CH:5]=[C:4]([CH3:9])[N:3]=[C:2]([Cl:1])[N:7]=2)[CH2:19][CH2:18]1)=[O:16])([CH3:13])([CH3:11])[CH3:12], predict the reactants needed to synthesize it. The reactants are: [Cl:1][C:2]1[N:7]=[C:6](Cl)[CH:5]=[C:4]([CH3:9])[N:3]=1.[C:10]([O:14][C:15]([N:17]1[CH2:22][CH2:21][CH:20]([NH2:23])[CH2:19][CH2:18]1)=[O:16])([CH3:13])([CH3:12])[CH3:11].C(N(C(C)C)C(C)C)C. (6) Given the product [NH2:1][C:2]1[C:11]2[N:10]=[C:9]([C:12]3[CH:17]=[CH:16][CH:15]=[C:14]([F:18])[CH:13]=3)[CH:8]=[CH:7][C:6]=2[C:5]([C:19]([NH:54][C@H:55]2[CH2:58][C@H:57]([OH:59])[CH2:56]2)=[O:20])=[CH:4][N:3]=1, predict the reactants needed to synthesize it. The reactants are: [NH2:1][C:2]1[C:11]2[N:10]=[C:9]([C:12]3[CH:17]=[CH:16][CH:15]=[C:14]([F:18])[CH:13]=3)[CH:8]=[CH:7][C:6]=2[C:5]([C:19](O)=[O:20])=[CH:4][N:3]=1.CN(C(ON1N=NC2C=CC=NC1=2)=[N+](C)C)C.F[P-](F)(F)(F)(F)F.C(N(CC)CC)C.Cl.[NH2:54][CH:55]1[CH2:58][CH:57]([OH:59])[CH2:56]1. (7) Given the product [Cl:1][C:2]1[CH:7]=[CH:6][C:5]([CH:8]2[CH2:13][CH:12]([C:14]([OH:16])=[O:15])[CH2:11][CH2:10][N:9]2[C:18]([O:20][CH3:21])=[O:19])=[CH:4][C:3]=1[F:22], predict the reactants needed to synthesize it. The reactants are: [Cl:1][C:2]1[CH:7]=[CH:6][C:5]([CH:8]2[CH2:13][CH:12]([C:14]([O:16]C)=[O:15])[CH2:11][CH2:10][N:9]2[C:18]([O:20][CH3:21])=[O:19])=[CH:4][C:3]=1[F:22].[Br-].[Li+].C(N(CC)CC)C.CC(OC)(C)C. (8) The reactants are: [CH2:1]([O:4][C@H:5]1[CH2:10][CH2:9][C@H:8]([C:11]([O:13]CC)=[O:12])[CH2:7][CH2:6]1)[CH2:2][CH3:3].[OH-].[Na+]. Given the product [CH2:1]([O:4][C@H:5]1[CH2:10][CH2:9][C@H:8]([C:11]([OH:13])=[O:12])[CH2:7][CH2:6]1)[CH2:2][CH3:3], predict the reactants needed to synthesize it. (9) Given the product [F:13][C:14]1[C:19]([C:22](=[O:23])[CH3:21])=[CH:18][CH:17]=[CH:16][N:15]=1, predict the reactants needed to synthesize it. The reactants are: C(NC(C)C)(C)C.[Li]CCCC.[F:13][C:14]1[CH:19]=[CH:18][CH:17]=[CH:16][N:15]=1.C1C[O:23][CH2:22][CH2:21]1. (10) Given the product [CH3:32][O:33][C:22](=[O:39])[C:23]1[CH:24]=[CH:25][C:26]([O:8][C:5]2[CH:6]=[CH:7][N:2]([CH3:1])[C:3](=[O:18])[N:4]=2)=[CH:27][CH:28]=1, predict the reactants needed to synthesize it. The reactants are: [CH3:1][N:2]1[CH:7]=[CH:6][C:5]([O:8]N2C3=NC=CC=C3N=N2)=[N:4][C:3]1=[O:18].C([CH2:22][C:23]1[CH:28]=[CH:27][C:26](B(O)O)=[CH:25][CH:24]=1)(O)=O.[C:32]([O-])([O-])=[O:33].[Cs+].[Cs+].C[O:39]CCOC.